From a dataset of Full USPTO retrosynthesis dataset with 1.9M reactions from patents (1976-2016). Predict the reactants needed to synthesize the given product. (1) Given the product [C:1]1([C:7]2[NH:8][C:9]([C:18]3[CH:23]=[CH:22][NH:21][C:20](=[O:26])[CH:19]=3)=[C:10]([C:12]3[CH:17]=[CH:16][N:15]=[CH:14][CH:13]=3)[N:11]=2)[CH:6]=[CH:5][CH:4]=[CH:3][CH:2]=1, predict the reactants needed to synthesize it. The reactants are: [C:1]1([C:7]2[NH:8][C:9]([C:18]3[CH:23]=[CH:22][N:21]=[C:20](N)[CH:19]=3)=[C:10]([C:12]3[CH:17]=[CH:16][N:15]=[CH:14][CH:13]=3)[N:11]=2)[CH:6]=[CH:5][CH:4]=[CH:3][CH:2]=1.N([O-])=[O:26].[Na+].C([O-])(O)=O.[Na+]. (2) Given the product [OH:18][C:12]([CH3:13])([CH3:14])[CH2:11][C:10]1[CH:9]=[CH:8][C:7]([CH:5]([CH3:6])[C:3]([O:2][CH3:1])=[O:4])=[CH:16][CH:15]=1, predict the reactants needed to synthesize it. The reactants are: [CH3:1][O:2][C:3]([CH:5]([C:7]1[CH:16]=[CH:15][C:10]([CH2:11][CH:12]([CH3:14])[CH3:13])=[CH:9][CH:8]=1)[CH3:6])=[O:4].P([O-])([O-])([O-])=[O:18].[K+].[K+].[K+].